Dataset: Peptide-MHC class I binding affinity with 185,985 pairs from IEDB/IMGT. Task: Regression. Given a peptide amino acid sequence and an MHC pseudo amino acid sequence, predict their binding affinity value. This is MHC class I binding data. (1) The peptide sequence is CRTAFKPVL. The MHC is HLA-B46:01 with pseudo-sequence HLA-B46:01. The binding affinity (normalized) is 0.0847. (2) The peptide sequence is RPPEVDGNR. The MHC is HLA-A26:01 with pseudo-sequence HLA-A26:01. The binding affinity (normalized) is 0.0847. (3) The peptide sequence is NFAEGVIAF. The MHC is HLA-A24:02 with pseudo-sequence HLA-A24:02. The binding affinity (normalized) is 0.229.